This data is from Reaction yield outcomes from USPTO patents with 853,638 reactions. The task is: Predict the reaction yield, written as a fraction of the theoretical maximum amount of product (1.0 means a 100% yield; for example, 0.34 means a 34% yield). (1) The reactants are C([Li])CCC.[S:6]1[CH:10]=[CH:9][C:8]2[CH:11]=[CH:12][CH:13]=[CH:14][C:7]1=2.[Br:15][C:16]1[CH:17]=[N:18][C:19]([Cl:22])=[N:20][CH:21]=1.C(O)(=O)C.C(C1C(=O)C(Cl)=C(Cl)C(=O)C=1C#N)#N. The catalyst is C1COCC1.C(Cl)(Cl)Cl.ClCCl.C(OCC)C. The product is [S:6]1[C:10]([C:17]2[C:16]([Br:15])=[CH:21][N:20]=[C:19]([Cl:22])[N:18]=2)=[CH:9][C:8]2[CH:11]=[CH:12][CH:13]=[CH:14][C:7]1=2. The yield is 0.980. (2) The reactants are C([O:3][C:4]([C:6]1[CH:10]=[C:9]([C:11]2[CH:16]=[CH:15][C:14]([OH:17])=[CH:13][CH:12]=2)[NH:8][N:7]=1)=[O:5])C.[OH-].[Na+].Cl. The catalyst is O1CCOCC1.O. The product is [OH:17][C:14]1[CH:13]=[CH:12][C:11]([C:9]2[NH:8][N:7]=[C:6]([C:4]([OH:5])=[O:3])[CH:10]=2)=[CH:16][CH:15]=1. The yield is 0.760. (3) The catalyst is CN(C)C=O. The product is [Br:1][C:2]1[C:3]([C:12]([F:15])([F:14])[F:13])=[CH:4][C:5]([N+:9]([O-:11])=[O:10])=[C:6]([NH:39][CH:36]2[CH2:35][CH2:34][N:33]([CH:30]3[CH2:31][CH2:32][O:27][CH2:28][CH2:29]3)[CH2:38][CH2:37]2)[CH:7]=1. The yield is 0.810. The reactants are [Br:1][C:2]1[CH:7]=[C:6](F)[C:5]([N+:9]([O-:11])=[O:10])=[CH:4][C:3]=1[C:12]([F:15])([F:14])[F:13].C(N(C(C)C)CC)(C)C.Cl.Cl.[O:27]1[CH2:32][CH2:31][CH:30]([N:33]2[CH2:38][CH2:37][CH:36]([NH2:39])[CH2:35][CH2:34]2)[CH2:29][CH2:28]1. (4) The reactants are [Cl:1][C:2]1[CH:3]=[C:4]([C:9]2([C:26]([F:29])([F:28])[F:27])[O:13][N:12]=[C:11]([C:14]3[S:18][C:17]([C:19](O)=[O:20])=[C:16]4[CH2:22][CH2:23][CH2:24][CH2:25][C:15]=34)[CH2:10]2)[CH:5]=[C:6]([Cl:8])[CH:7]=1.CN(C(ON1N=NC2C=CC=NC1=2)=[N+](C)C)C.F[P-](F)(F)(F)(F)F.CCN(C(C)C)C(C)C.Cl.[NH2:64][C@@H:65]1[CH2:69][CH2:68][NH:67][C:66]1=[O:70]. The catalyst is C(Cl)Cl.O. The product is [Cl:8][C:6]1[CH:5]=[C:4]([C:9]2([C:26]([F:28])([F:29])[F:27])[O:13][N:12]=[C:11]([C:14]3[S:18][C:17]([C:19]([NH:64][C@@H:65]4[CH2:69][CH2:68][NH:67][C:66]4=[O:70])=[O:20])=[C:16]4[CH2:22][CH2:23][CH2:24][CH2:25][C:15]=34)[CH2:10]2)[CH:3]=[C:2]([Cl:1])[CH:7]=1. The yield is 0.730.